Dataset: Reaction yield outcomes from USPTO patents with 853,638 reactions. Task: Predict the reaction yield, written as a fraction of the theoretical maximum amount of product (1.0 means a 100% yield; for example, 0.34 means a 34% yield). (1) The reactants are [OH:1][CH2:2][CH2:3][N:4]1[C:12]2[C:7](=[CH:8][C:9]([N+:13]([O-])=O)=[CH:10][CH:11]=2)[CH:6]=[C:5]1[C:16]([CH3:21])([CH3:20])[CH2:17][CH2:18][OH:19]. The catalyst is [Ni].CO. The product is [NH2:13][C:9]1[CH:8]=[C:7]2[C:12](=[CH:11][CH:10]=1)[N:4]([CH2:3][CH2:2][OH:1])[C:5]([C:16]([CH3:21])([CH3:20])[CH2:17][CH2:18][OH:19])=[CH:6]2. The yield is 0.260. (2) The reactants are C(OC(=O)[NH:7][CH:8]1[CH2:13][CH2:12][CH:11]([NH:14][C:15]2[C:24]3[C:19](=[CH:20][CH:21]=[C:22]([C:25]4[CH:30]=[C:29]([F:31])[C:28]([OH:32])=[C:27]([Cl:33])[CH:26]=4)[N:23]=3)[N:18]=[CH:17][C:16]=2[C:34](=[O:36])[CH3:35])[CH2:10][CH2:9]1)(C)(C)C.C(O)(C(F)(F)F)=O.C1(N)C(F)=C(F)C(F)=C(N)C=1F.[ClH:57].Cl. No catalyst specified. The product is [ClH:33].[ClH:57].[NH2:7][C@H:8]1[CH2:13][CH2:12][C@H:11]([NH:14][C:15]2[C:24]3[C:19](=[CH:20][CH:21]=[C:22]([C:25]4[CH:30]=[C:29]([F:31])[C:28]([OH:32])=[C:27]([Cl:33])[CH:26]=4)[N:23]=3)[N:18]=[CH:17][C:16]=2[C:34](=[O:36])[CH3:35])[CH2:10][CH2:9]1. The yield is 0.450.